Dataset: Forward reaction prediction with 1.9M reactions from USPTO patents (1976-2016). Task: Predict the product of the given reaction. (1) Given the reactants [CH3:1][S:2]([C:5]1[CH:10]=[CH:9][C:8]([CH2:11][C:12]([C:14]2[CH:19]=[CH:18][CH:17]=[CH:16][CH:15]=2)=O)=[CH:7][CH:6]=1)(=[O:4])=[O:3].Cl.[C:21]1([NH:27]N)[CH:26]=[CH:25][CH:24]=[CH:23][CH:22]=1.B(F)(F)F.CCOCC, predict the reaction product. The product is: [C:14]1([C:12]2[NH:27][C:21]3[C:26]([C:11]=2[C:8]2[CH:9]=[CH:10][C:5]([S:2]([CH3:1])(=[O:4])=[O:3])=[CH:6][CH:7]=2)=[CH:25][CH:24]=[CH:23][CH:22]=3)[CH:19]=[CH:18][CH:17]=[CH:16][CH:15]=1. (2) Given the reactants [O:1]1[C:5]2[CH:6]=[CH:7][C:8]([C:10]3[CH:15]=[CH:14][C:13]([C:16]4[N:21]=[C:20]([O:22][CH2:23][CH2:24][CH2:25][CH2:26][C:27]([CH3:42])([CH3:41])[C:28]([NH:30][S:31]([C:34]5[CH:35]=[N:36][C:37](Cl)=[CH:38][CH:39]=5)(=[O:33])=[O:32])=[O:29])[CH:19]=[CH:18][CH:17]=4)=[CH:12][CH:11]=3)=[CH:9][C:4]=2[O:3][CH2:2]1.C(O)C.O.[NH2:47][NH2:48], predict the reaction product. The product is: [O:1]1[C:5]2[CH:6]=[CH:7][C:8]([C:10]3[CH:15]=[CH:14][C:13]([C:16]4[N:21]=[C:20]([O:22][CH2:23][CH2:24][CH2:25][CH2:26][C:27]([CH3:42])([CH3:41])[C:28]([NH:30][S:31]([C:34]5[CH:35]=[N:36][C:37]([NH:47][NH2:48])=[CH:38][CH:39]=5)(=[O:33])=[O:32])=[O:29])[CH:19]=[CH:18][CH:17]=4)=[CH:12][CH:11]=3)=[CH:9][C:4]=2[O:3][CH2:2]1. (3) Given the reactants [CH:1]([C@@H:14]1[CH2:16][O:15]1)([C:8]1[CH:13]=[CH:12][CH:11]=[CH:10][CH:9]=1)[C:2]1[CH:7]=[CH:6][CH:5]=[CH:4][CH:3]=1.[CH:17]([Mg]Br)=[CH2:18], predict the reaction product. The product is: [C:2]1([CH:1]([C:8]2[CH:13]=[CH:12][CH:11]=[CH:10][CH:9]=2)[C@@H:14]([OH:15])[CH2:16][CH:17]=[CH2:18])[CH:7]=[CH:6][CH:5]=[CH:4][CH:3]=1.